The task is: Predict which catalyst facilitates the given reaction.. This data is from Catalyst prediction with 721,799 reactions and 888 catalyst types from USPTO. (1) Reactant: FC(F)(F)C(O)=O.[NH:8]1[CH2:13][CH2:12][CH:11]([O:14][C:15]2[CH:22]=[CH:21][C:18]([C:19]#[N:20])=[CH:17][CH:16]=2)[CH2:10][CH2:9]1.C(N(CC)CC)C.[C:30]1(=O)[CH2:33][CH2:32][CH2:31]1.C(O[BH-](OC(=O)C)OC(=O)C)(=O)C.[Na+]. Product: [CH:30]1([N:8]2[CH2:9][CH2:10][CH:11]([O:14][C:15]3[CH:22]=[CH:21][C:18]([C:19]#[N:20])=[CH:17][CH:16]=3)[CH2:12][CH2:13]2)[CH2:33][CH2:32][CH2:31]1. The catalyst class is: 2. (2) Reactant: [F:1][C:2]1[C:3]([O:12][CH3:13])=[N:4][CH:5]=[C:6]([CH:11]=1)[C:7]([O:9]C)=[O:8].[OH-].[K+]. Product: [F:1][C:2]1[C:3]([O:12][CH3:13])=[N:4][CH:5]=[C:6]([CH:11]=1)[C:7]([OH:9])=[O:8]. The catalyst class is: 5. (3) Reactant: C([O:4][CH:5]1[C:9]2=[N:10][CH:11]=[C:12]([NH:29][C:30]([C:32]3[N:33]=[C:34]([C:45]4[C:50]([F:51])=[CH:49][CH:48]=[CH:47][C:46]=4[F:52])[S:35][C:36]=3[NH:37]C(OC(C)(C)C)=O)=[O:31])[C:13]([N:14]3[CH2:19][C@H:18]([CH3:20])[CH2:17][C@H:16]([NH:21]C(OC(C)(C)C)=O)[CH2:15]3)=[C:8]2[CH2:7][CH2:6]1)(=O)C.CO.[OH-].[Na+].C(O)(C(F)(F)F)=O. Product: [NH2:37][C:36]1[S:35][C:34]([C:45]2[C:50]([F:51])=[CH:49][CH:48]=[CH:47][C:46]=2[F:52])=[N:33][C:32]=1[C:30]([NH:29][C:12]1[C:13]([N:14]2[CH2:19][C@H:18]([CH3:20])[CH2:17][C@H:16]([NH2:21])[CH2:15]2)=[C:8]2[CH2:7][CH2:6][CH:5]([OH:4])[C:9]2=[N:10][CH:11]=1)=[O:31]. The catalyst class is: 168. (4) The catalyst class is: 6. Reactant: [F:1][C:2]1[C:15]([F:16])=[CH:14][CH:13]=[CH:12][C:3]=1[O:4][C:5]1[CH:11]=[CH:10][C:8](N)=[CH:7][CH:6]=1.Cl.N([O-])=O.[Na+].NC(N)=O.[Na+].[I-:27]. Product: [F:16][C:15]1[CH:14]=[CH:13][CH:12]=[C:3]([O:4][C:5]2[CH:11]=[CH:10][C:8]([I:27])=[CH:7][CH:6]=2)[C:2]=1[F:1]. (5) Reactant: [F:1][C:2]1[CH:7]=[CH:6][C:5]([C@H:8]([OH:15])[CH2:9][CH2:10][C:11]([O:13]C)=[O:12])=[CH:4][C:3]=1[CH3:16].[OH-].[K+]. Product: [F:1][C:2]1[CH:7]=[CH:6][C:5]([C@H:8]([OH:15])[CH2:9][CH2:10][C:11]([OH:13])=[O:12])=[CH:4][C:3]=1[CH3:16]. The catalyst class is: 12. (6) The catalyst class is: 802. Product: [CH2:1]([N:8]1[C:12]([C:26]2[CH:25]=[C:24]([F:23])[CH:29]=[C:28]([F:30])[CH:27]=2)=[C:11]([Br:14])[N:10]=[C:9]1[C:15]1[CH:20]=[CH:19][C:18]([F:21])=[CH:17][C:16]=1[F:22])[C:2]1[CH:7]=[CH:6][CH:5]=[CH:4][CH:3]=1. Reactant: [CH2:1]([N:8]1[C:12](Br)=[C:11]([Br:14])[N:10]=[C:9]1[C:15]1[CH:20]=[CH:19][C:18]([F:21])=[CH:17][C:16]=1[F:22])[C:2]1[CH:7]=[CH:6][CH:5]=[CH:4][CH:3]=1.[F:23][C:24]1[CH:25]=[C:26](B(O)O)[CH:27]=[C:28]([F:30])[CH:29]=1.C(=O)([O-])[O-].[Na+].[Na+].CO.